From a dataset of Forward reaction prediction with 1.9M reactions from USPTO patents (1976-2016). Predict the product of the given reaction. (1) The product is: [Si:1]([O:8][C@@H:9]([C:25]1[CH:30]=[CH:29][CH:28]=[CH:27][C:26]=1[C:31]1[CH:32]=[CH:33][C:34]([Cl:37])=[CH:35][CH:36]=1)[CH:10]1[CH2:15][CH2:14][N:13]([C:16]2[CH:24]=[CH:23][C:19]([C:20]([NH:71][S:68]([C:65]3[CH:66]=[CH:67][C:62]([NH:61][C@H:52]([CH2:51][CH2:50][N:48]4[CH2:47][CH2:46][O:45][CH:44]([CH2:43][N:40]([CH2:38][CH3:39])[CH2:41][CH3:42])[CH2:49]4)[CH2:53][S:54][C:55]4[CH:56]=[CH:57][CH:58]=[CH:59][CH:60]=4)=[C:63]([S:72]([C:75]([F:77])([F:78])[F:76])(=[O:74])=[O:73])[CH:64]=3)(=[O:69])=[O:70])=[O:22])=[CH:18][CH:17]=2)[CH2:12][CH2:11]1)([C:4]([CH3:5])([CH3:6])[CH3:7])([CH3:2])[CH3:3]. Given the reactants [Si:1]([O:8][C@@H:9]([C:25]1[CH:30]=[CH:29][CH:28]=[CH:27][C:26]=1[C:31]1[CH:36]=[CH:35][C:34]([Cl:37])=[CH:33][CH:32]=1)[CH:10]1[CH2:15][CH2:14][N:13]([C:16]2[CH:24]=[CH:23][C:19]([C:20]([OH:22])=O)=[CH:18][CH:17]=2)[CH2:12][CH2:11]1)([C:4]([CH3:7])([CH3:6])[CH3:5])([CH3:3])[CH3:2].[CH2:38]([N:40]([CH2:43][CH:44]1[CH2:49][N:48]([CH2:50][CH2:51][C@@H:52]([NH:61][C:62]2[CH:67]=[CH:66][C:65]([S:68]([NH2:71])(=[O:70])=[O:69])=[CH:64][C:63]=2[S:72]([C:75]([F:78])([F:77])[F:76])(=[O:74])=[O:73])[CH2:53][S:54][C:55]2[CH:60]=[CH:59][CH:58]=[CH:57][CH:56]=2)[CH2:47][CH2:46][O:45]1)[CH2:41][CH3:42])[CH3:39], predict the reaction product. (2) Given the reactants [NH2:1][CH2:2][C:3]([F:8])([F:7])[C:4]([OH:6])=[O:5].O=S(Cl)Cl.[CH3:13]O, predict the reaction product. The product is: [NH2:1][CH2:2][C:3]([F:8])([F:7])[C:4]([O:6][CH3:13])=[O:5].